Dataset: Reaction yield outcomes from USPTO patents with 853,638 reactions. Task: Predict the reaction yield, written as a fraction of the theoretical maximum amount of product (1.0 means a 100% yield; for example, 0.34 means a 34% yield). (1) The reactants are [CH2:1]([O:8][C:9]1[CH:10]=[C:11]2[C:15](=[CH:16][CH:17]=1)[NH:14][CH:13]=[C:12]2[C:18](=[O:36])[CH2:19][CH:20]1[CH2:25][CH2:24][N:23](C(OCC2C=CC=CC=2)=O)[CH2:22][CH2:21]1)[C:2]1[CH:7]=[CH:6][CH:5]=[CH:4][CH:3]=1.Cl. The catalyst is CO. The product is [CH2:1]([O:8][C:9]1[CH:10]=[C:11]2[C:15](=[CH:16][CH:17]=1)[NH:14][CH:13]=[C:12]2[C:18](=[O:36])[CH2:19][CH:20]1[CH2:25][CH2:24][NH:23][CH2:22][CH2:21]1)[C:2]1[CH:3]=[CH:4][CH:5]=[CH:6][CH:7]=1. The yield is 0.420. (2) No catalyst specified. The yield is 0.850. The product is [CH:27]1([CH2:26][NH:25][C:3](=[O:24])[C:4]2[CH:9]=[CH:8][C:7]([O:10][CH2:11][C:12]3[C:13]([C:18]4[CH:23]=[CH:22][CH:21]=[CH:20][N:19]=4)=[N:14][O:15][C:16]=3[CH3:17])=[N:6][CH:5]=2)[CH2:29][CH2:28]1. The reactants are CO[C:3](=[O:24])[C:4]1[CH:9]=[CH:8][C:7]([O:10][CH2:11][C:12]2[C:13]([C:18]3[CH:23]=[CH:22][CH:21]=[CH:20][N:19]=3)=[N:14][O:15][C:16]=2[CH3:17])=[N:6][CH:5]=1.[NH2:25][CH2:26][CH:27]1[CH2:29][CH2:28]1. (3) The reactants are [CH2:1]([O:3][C:4](=[O:12])[C:5]1[CH:10]=[CH:9][C:8](Cl)=[N:7][CH:6]=1)[CH3:2].[CH2:13]([C:20]1[C:29]2[C:24](=[CH:25][CH:26]=[CH:27][CH:28]=2)[C:23]([N:30]2[CH2:35][CH2:34][NH:33][C@H:32]([CH3:36])[CH2:31]2)=[N:22][N:21]=1)[C:14]1[CH:19]=[CH:18][CH:17]=[CH:16][CH:15]=1. No catalyst specified. The product is [CH2:1]([O:3][C:4](=[O:12])[C:5]1[CH:10]=[CH:9][C:8]([N:33]2[CH2:34][CH2:35][N:30]([C:23]3[C:24]4[C:29](=[CH:28][CH:27]=[CH:26][CH:25]=4)[C:20]([CH2:13][C:14]4[CH:19]=[CH:18][CH:17]=[CH:16][CH:15]=4)=[N:21][N:22]=3)[CH2:31][C@H:32]2[CH3:36])=[N:7][CH:6]=1)[CH3:2]. The yield is 0.710.